This data is from Reaction yield outcomes from USPTO patents with 853,638 reactions. The task is: Predict the reaction yield, written as a fraction of the theoretical maximum amount of product (1.0 means a 100% yield; for example, 0.34 means a 34% yield). (1) The reactants are [C:1]1([CH2:7][CH2:8][CH2:9][OH:10])[CH:6]=[CH:5][CH:4]=[CH:3][CH:2]=1.[H-].[Na+].[C:13]([O:17]C)(=[O:16])[CH:14]=[CH2:15]. The catalyst is C1COCC1. The product is [C:1]1([CH2:7][CH2:8][CH2:9][O:10][CH2:15][CH2:14][C:13]([OH:17])=[O:16])[CH:6]=[CH:5][CH:4]=[CH:3][CH:2]=1. The yield is 0.330. (2) The reactants are [Cl:1][C:2]1[CH:7]=[CH:6][C:5]([O:8][C:9]2[CH:29]=[CH:28][C:12]([O:13][CH2:14][C@@H:15]3[CH2:19][CH2:18][CH2:17][N:16]3[C:20](=O)[CH2:21][CH2:22][C:23]([O:25][CH3:26])=[O:24])=[CH:11][CH:10]=2)=[CH:4][CH:3]=1. The catalyst is C1COCC1. The product is [Cl:1][C:2]1[CH:3]=[CH:4][C:5]([O:8][C:9]2[CH:29]=[CH:28][C:12]([O:13][CH2:14][C@@H:15]3[CH2:19][CH2:18][CH2:17][N:16]3[CH2:20][CH2:21][CH2:22][C:23]([O:25][CH3:26])=[O:24])=[CH:11][CH:10]=2)=[CH:6][CH:7]=1. The yield is 0.490. (3) The product is [ClH:11].[Cl:11][CH2:4][CH2:3][NH+:2]([CH3:6])[CH2:1][CH2:13][Cl:15]. The yield is 0.850. The reactants are [CH3:1][N:2]([CH2:6]CO)[CH2:3][CH2:4]O.S(Cl)([Cl:11])=O.[CH2:13]([Cl:15])Cl. No catalyst specified. (4) The reactants are [O:1]1[CH2:6][CH2:5][N:4]([CH2:7][C:8]2[CH:13]=[CH:12][C:11]([C:14]3[N:19]4[N:20]=[C:21]([NH2:23])[N:22]=[C:18]4[CH:17]=[CH:16][CH:15]=3)=[CH:10][CH:9]=2)[CH2:3][CH2:2]1.Br[C:25]1[CH:30]=[CH:29][C:28]([Cl:31])=[CH:27][CH:26]=1.C(=O)([O-])[O-].[Cs+].[Cs+].C1(P(C2C=CC=CC=2)C2C3OC4C(=CC=CC=4P(C4C=CC=CC=4)C4C=CC=CC=4)C(C)(C)C=3C=CC=2)C=CC=CC=1. The catalyst is O1CCOCC1.C(OCC)(=O)C.C1C=CC(/C=C/C(/C=C/C2C=CC=CC=2)=O)=CC=1.C1C=CC(/C=C/C(/C=C/C2C=CC=CC=2)=O)=CC=1.C1C=CC(/C=C/C(/C=C/C2C=CC=CC=2)=O)=CC=1.[Pd].[Pd]. The product is [Cl:31][C:28]1[CH:29]=[CH:30][C:25]([NH:23][C:21]2[N:22]=[C:18]3[CH:17]=[CH:16][CH:15]=[C:14]([C:11]4[CH:12]=[CH:13][C:8]([CH2:7][N:4]5[CH2:3][CH2:2][O:1][CH2:6][CH2:5]5)=[CH:9][CH:10]=4)[N:19]3[N:20]=2)=[CH:26][CH:27]=1. The yield is 0.440. (5) The reactants are [CH:1]1([N:4]2[C:13]3[C:8](=[CH:9][C:10]([F:25])=[C:11]([N:16]4[CH2:21][CH2:20][CH:19]([NH2:22])[C:18]([CH3:24])([CH3:23])[CH2:17]4)[C:12]=3[O:14][CH3:15])[C:7](=[O:26])[C:6]([C:27]([OH:29])=[O:28])=[CH:5]2)[CH2:3][CH2:2]1.[CH3:30][S:31]([OH:34])(=[O:33])=[O:32]. The catalyst is C(O)(C)C. The product is [CH3:30][S:31]([OH:34])(=[O:33])=[O:32].[CH:1]1([N:4]2[C:13]3[C:8](=[CH:9][C:10]([F:25])=[C:11]([N:16]4[CH2:21][CH2:20][CH:19]([NH2:22])[C:18]([CH3:24])([CH3:23])[CH2:17]4)[C:12]=3[O:14][CH3:15])[C:7](=[O:26])[C:6]([C:27]([OH:29])=[O:28])=[CH:5]2)[CH2:3][CH2:2]1. The yield is 0.840. (6) The reactants are C([O:8][C:9]1[CH:34]=[C:33]([CH2:35][CH3:36])[CH:32]=[CH:31][C:10]=1[O:11][C:12]1[CH:17]=[CH:16][C:15]([S:18]([NH:21][CH2:22][CH2:23][CH2:24][N:25]2[CH:29]=[CH:28][N:27]=[CH:26]2)(=[O:20])=[O:19])=[CH:14][C:13]=1[F:30])C1C=CC=CC=1.O1CCCC1. The catalyst is C(O)C. The product is [CH2:35]([C:33]1[CH:32]=[CH:31][C:10]([O:11][C:12]2[CH:17]=[CH:16][C:15]([S:18]([NH:21][CH2:22][CH2:23][CH2:24][N:25]3[CH:29]=[CH:28][N:27]=[CH:26]3)(=[O:20])=[O:19])=[CH:14][C:13]=2[F:30])=[C:9]([OH:8])[CH:34]=1)[CH3:36]. The yield is 0.420.